Dataset: Forward reaction prediction with 1.9M reactions from USPTO patents (1976-2016). Task: Predict the product of the given reaction. (1) Given the reactants N1C=CC=[C:3]([C:7]2[S:8][CH:9]=[C:10](C(O)=O)[N:11]=2)C=1.C1N=CN(C(N2C=NC=C2)=O)C=1.Cl.Cl.[NH2:29][C:30]1[C:38]([NH2:39])=[CH:37][CH:36]=[CH:35][C:31]=1[C:32]([NH2:34])=[O:33].[N:40]1[CH:45]=[CH:44][CH:43]=[CH:42][CH:41]=1, predict the reaction product. The product is: [N:40]1[CH:45]=[CH:44][CH:43]=[C:42]([C:10]2[N:11]=[C:7]([C:3]3[NH:39][C:38]4[CH:37]=[CH:36][CH:35]=[C:31]([C:32]([NH2:34])=[O:33])[C:30]=4[N:29]=3)[S:8][CH:9]=2)[CH:41]=1. (2) The product is: [F:35][CH:10]([F:9])[C:11]1[CH:16]=[CH:15][N:14]=[C:13]([NH:17][C:18]2[CH:23]=[C:22]([C:24]3[N:25]=[N:26][N:27]([CH:29]([CH3:30])[C:31]([CH3:33])([OH:5])[CH2:32][OH:47])[CH:28]=3)[CH:21]=[C:20]([CH3:34])[CH:19]=2)[N:12]=1. Given the reactants C[N+]1([O-])CC[O:5]CC1.[F:9][CH:10]([F:35])[C:11]1[CH:16]=[CH:15][N:14]=[C:13]([NH:17][C:18]2[CH:23]=[C:22]([C:24]3[N:25]=[N:26][N:27]([CH:29]([C:31]([CH3:33])=[CH2:32])[CH3:30])[CH:28]=3)[CH:21]=[C:20]([CH3:34])[CH:19]=2)[N:12]=1.[O-]S([O-])=O.[Na+].[Na+].C1COCC1.[OH2:47], predict the reaction product. (3) Given the reactants C(OC(=O)[O:5][C:6]1[CH:11]=[C:10]([N+:12]([O-:14])=[O:13])[C:9]([F:15])=[CH:8][C:7]=1[Cl:16])C.C(=O)(O)[O-].[Na+], predict the reaction product. The product is: [Cl:16][C:7]1[CH:8]=[C:9]([F:15])[C:10]([N+:12]([O-:14])=[O:13])=[CH:11][C:6]=1[OH:5]. (4) Given the reactants Cl[CH:2]1[CH2:7][C:6]([CH3:9])([CH3:8])[CH2:5][NH:4][C:3]1=[O:10].S([O-])([O-])(=O)=[O:12].[NH4+].[NH4+], predict the reaction product. The product is: [CH3:9][C:6]1([CH3:8])[CH2:5][NH:4][CH:2]([C:3]([OH:10])=[O:12])[CH2:7]1. (5) Given the reactants Br[C:2]1[C:10]([CH3:11])=[CH:9][C:5]2[O:6][CH2:7][CH2:8][C:4]=2[CH:3]=1.FC1(F)OC2C=C(C)C(C3N=C[C:25]([NH:28][C:29](=O)[C:30]4[CH:35]=[CH:34]C=CC=4F)=[N:26]C=3)=CC=2O1.[O-]P([O-])([O-])=O.[K+].[K+].[K+], predict the reaction product. The product is: [CH3:11][C:10]1[C:2]([C:30]2[CH:35]=[CH:34][C:25]([NH2:26])=[N:28][CH:29]=2)=[CH:3][C:4]2[CH2:8][CH2:7][O:6][C:5]=2[CH:9]=1.